Task: Predict the reactants needed to synthesize the given product.. Dataset: Full USPTO retrosynthesis dataset with 1.9M reactions from patents (1976-2016) Given the product [NH2:9][C@H:8]1[C@H:2]([F:1])[CH2:3][O:4][C@H:5]([C:17]2[N:21]([CH3:22])[N:20]=[CH:19][C:18]=2[NH:23][C:39]([C:37]2[N:38]=[C:34]([C:28]3[CH:29]=[CH:30][C:31]([F:33])=[CH:32][C:27]=3[F:26])[S:35][CH:36]=2)=[O:40])[CH2:6][CH2:7]1, predict the reactants needed to synthesize it. The reactants are: [F:1][C@H:2]1[C@H:8]([NH:9]C(=O)OC(C)(C)C)[CH2:7][CH2:6][C@@H:5]([C:17]2[N:21]([CH3:22])[N:20]=[CH:19][C:18]=2[N+:23]([O-])=O)[O:4][CH2:3]1.[F:26][C:27]1[CH:32]=[C:31]([F:33])[CH:30]=[CH:29][C:28]=1[C:34]1[S:35][CH:36]=[C:37]([C:39](O)=[O:40])[N:38]=1.